The task is: Predict which catalyst facilitates the given reaction.. This data is from Catalyst prediction with 721,799 reactions and 888 catalyst types from USPTO. (1) Reactant: [C:1]([C@H:4]1[CH2:8][CH2:7][CH2:6][N:5]1[C:9]([O:11][C:12]([CH3:15])([CH3:14])[CH3:13])=[O:10])(=[S:3])[NH2:2].Br[CH2:17][C:18]([C:20]1[CH:25]=[CH:24][N:23]=[CH:22][CH:21]=1)=O.Br.C([O-])([O-])=O.[K+].[K+]. Product: [N:23]1[CH:24]=[CH:25][C:20]([C:18]2[N:2]=[C:1]([C@H:4]3[CH2:8][CH2:7][CH2:6][N:5]3[C:9]([O:11][C:12]([CH3:15])([CH3:14])[CH3:13])=[O:10])[S:3][CH:17]=2)=[CH:21][CH:22]=1. The catalyst class is: 14. (2) Reactant: Cl[C:2]1[C:7]([C:8]2[C:13]([F:14])=[CH:12][CH:11]=[CH:10][C:9]=2[F:15])=[C:6]([N:16]([CH2:19][CH3:20])[CH2:17][CH3:18])[N:5]2[N:21]=[CH:22][N:23]=[C:4]2[N:3]=1.[CH3:24][O-:25].[Na+]. Product: [CH3:24][O:25][C:2]1[C:7]([C:8]2[C:13]([F:14])=[CH:12][CH:11]=[CH:10][C:9]=2[F:15])=[C:6]([N:16]([CH2:19][CH3:20])[CH2:17][CH3:18])[N:5]2[N:21]=[CH:22][N:23]=[C:4]2[N:3]=1. The catalyst class is: 5. (3) Reactant: [Cl:1][C:2]1[CH:3]=[CH:4][C:5]2[O:9][C:8]([CH2:10][O:11][N:12]3C(=O)C4C(=CC=CC=4)C3=O)=[N:7][C:6]=2[CH:23]=1.O.NN. Product: [Cl:1][C:2]1[CH:3]=[CH:4][C:5]2[O:9][C:8]([CH2:10][O:11][NH2:12])=[N:7][C:6]=2[CH:23]=1. The catalyst class is: 8.